Dataset: Catalyst prediction with 721,799 reactions and 888 catalyst types from USPTO. Task: Predict which catalyst facilitates the given reaction. (1) Reactant: [F:1][C:2]1[CH:3]=[C:4]([C:12]2[CH:13]=[C:14]([CH:19]=[CH:20][N:21]=2)[C:15]([O:17][CH3:18])=[O:16])[CH:5]=[CH:6][C:7]=1[C:8]([F:11])([F:10])[F:9].[ClH:22]. Product: [ClH:22].[F:1][C:2]1[CH:3]=[C:4]([CH:12]2[CH2:13][CH:14]([C:15]([O:17][CH3:18])=[O:16])[CH2:19][CH2:20][NH:21]2)[CH:5]=[CH:6][C:7]=1[C:8]([F:11])([F:9])[F:10]. The catalyst class is: 603. (2) Reactant: [C:1]([O:5][C:6](=[O:38])[NH:7][C:8]1([C:12]2[CH:17]=[CH:16][C:15]([C:18]3[C:19]([C:32]4[CH:37]=[CH:36][CH:35]=[CH:34][CH:33]=4)=[CH:20][C:21]4[N:26]5[C:27](=[O:30])[NH:28][N:29]=[C:25]5[CH2:24][O:23][C:22]=4[N:31]=3)=[CH:14][CH:13]=2)[CH2:11][CH2:10][CH2:9]1)([CH3:4])([CH3:3])[CH3:2].C(=O)([O-])[O-].[K+].[K+].Br[CH2:46][C:47]#[N:48].O. Product: [C:1]([O:5][C:6](=[O:38])[NH:7][C:8]1([C:12]2[CH:13]=[CH:14][C:15]([C:18]3[C:19]([C:32]4[CH:37]=[CH:36][CH:35]=[CH:34][CH:33]=4)=[CH:20][C:21]4[N:26]5[C:27](=[O:30])[N:28]([CH2:46][C:47]#[N:48])[N:29]=[C:25]5[CH2:24][O:23][C:22]=4[N:31]=3)=[CH:16][CH:17]=2)[CH2:11][CH2:10][CH2:9]1)([CH3:4])([CH3:2])[CH3:3]. The catalyst class is: 3. (3) Reactant: [F:1][C:2]1[CH:3]=[C:4]([C:9](=[O:38])[C:10](=[C:26]2[NH:30][C:29]3[CH:31]=[CH:32][C:33]([N+:35]([O-])=O)=[CH:34][C:28]=3[NH:27]2)[C:11]([C:13]2[CH:14]=[C:15]([S:19]([NH:22][C:23](=[NH:25])[CH3:24])(=[O:21])=[O:20])[CH:16]=[CH:17][CH:18]=2)=[O:12])[CH:5]=[C:6]([F:8])[CH:7]=1. Product: [NH2:35][C:33]1[CH:32]=[CH:31][C:29]2[NH:30][C:26](=[C:10]([C:9]([C:4]3[CH:5]=[C:6]([F:8])[CH:7]=[C:2]([F:1])[CH:3]=3)=[O:38])[C:11]([C:13]3[CH:14]=[C:15]([S:19]([NH:22][C:23](=[NH:25])[CH3:24])(=[O:21])=[O:20])[CH:16]=[CH:17][CH:18]=3)=[O:12])[NH:27][C:28]=2[CH:34]=1. The catalyst class is: 153. (4) Reactant: [C:1]([N:9]=[C:10]=[O:11])(=[O:8])[C:2]1[CH:7]=[CH:6][CH:5]=[CH:4][CH:3]=1.[NH2:12][CH:13]1[CH2:18][CH2:17][N:16]([C:19]([O:21][C:22]([CH3:25])([CH3:24])[CH3:23])=[O:20])[CH2:15][CH2:14]1. Product: [C:1]([NH:9][C:10](=[O:11])[NH:12][CH:13]1[CH2:14][CH2:15][N:16]([C:19]([O:21][C:22]([CH3:25])([CH3:24])[CH3:23])=[O:20])[CH2:17][CH2:18]1)(=[O:8])[C:2]1[CH:7]=[CH:6][CH:5]=[CH:4][CH:3]=1. The catalyst class is: 2. (5) Reactant: C([O:3][C:4]([C:6]1[S:10][C:9]([C:11]2[N:16]=[CH:15][CH:14]=[CH:13][N:12]=2)=[N:8][N:7]=1)=O)C.[BH4-].[Na+]. Product: [OH:3][CH2:4][C:6]1[S:10][C:9]([C:11]2[N:16]=[CH:15][CH:14]=[CH:13][N:12]=2)=[N:8][N:7]=1. The catalyst class is: 8. (6) Reactant: Cl[C:2]1[CH:7]=[CH:6][N:5]2[N:8]=[CH:9][C:10]([CH:11]=[O:12])=[C:4]2[N:3]=1.[C:13]([C:17]1[CH:18]=[C:19]([CH:21]=[CH:22][CH:23]=1)[NH2:20])([CH3:16])([CH3:15])[CH3:14]. Product: [C:13]([C:17]1[CH:18]=[C:19]([NH:20][C:2]2[CH:7]=[CH:6][N:5]3[N:8]=[CH:9][C:10]([CH:11]=[O:12])=[C:4]3[N:3]=2)[CH:21]=[CH:22][CH:23]=1)([CH3:16])([CH3:14])[CH3:15]. The catalyst class is: 12. (7) Reactant: [NH2:1][C:2]1[C:7]2[NH:8][C:9](=[S:19])[N:10]([CH2:11][CH2:12][NH:13][CH2:14][C:15]([CH3:18])([CH3:17])[CH3:16])[C:6]=2[CH:5]=[CH:4][N:3]=1.I[C:21]1[C:22]([N:30]([CH3:32])[CH3:31])=[CH:23][C:24]2[O:28][CH2:27][O:26][C:25]=2[CH:29]=1.CC1C=CC2C=CC3C=CC(C)=NC=3C=2N=1.O.CC([O-])(C)C.[Na+].C(NCCN1C2C=CN=C(N)C=2N=C1SC1C(C=C)=CC2OCOC=2C=1)C(C)(C)C. Product: [CH3:31][N:30]([CH3:32])[C:22]1[C:21]([S:19][C:9]2[N:10]([CH2:11][CH2:12][NH:13][CH2:14][C:15]([CH3:16])([CH3:18])[CH3:17])[C:6]3[CH:5]=[CH:4][N:3]=[C:2]([NH2:1])[C:7]=3[N:8]=2)=[CH:29][C:25]2[O:26][CH2:27][O:28][C:24]=2[CH:23]=1. The catalyst class is: 122. (8) Reactant: C1C=CC2N([OH:10])N=NC=2C=1.O.CCN=C=NC[CH2:18][CH2:19][N:20]([CH3:22])[CH3:21].Cl.Cl.[O:25]=[C:26]1[NH:34][C:33]2[C:28](=[N:29][C:30]([C:35]3[CH:36]=[N:37][N:38]4[CH:43]=[CH:42][C:41]([C:44]#[N:45])=[CH:40][C:39]=34)=[N:31][CH:32]=2)[N:27]1[C@H:46]1[CH2:51][CH2:50][CH2:49][NH:48][CH2:47]1. Product: [CH3:21][N:20]([CH3:22])[CH2:19][C:18]([N:48]1[CH2:49][CH2:50][CH2:51][C@H:46]([N:27]2[C:26](=[O:25])[NH:34][C:33]3[C:28]2=[N:29][C:30]([C:35]2[CH:36]=[N:37][N:38]4[CH:43]=[CH:42][C:41]([C:44]#[N:45])=[CH:40][C:39]=24)=[N:31][CH:32]=3)[CH2:47]1)=[O:10]. The catalyst class is: 3. (9) Reactant: [CH3:1][C:2]1[O:6][C:5]([C:7]2[CH:12]=[CH:11][CH:10]=[CH:9][CH:8]=2)=[N:4][C:3]=1[CH2:13][O:14][C:15]1[CH:16]=[C:17]([CH:38]=[CH:39][CH:40]=1)[CH2:18][S:19][C:20]1[CH:21]=[C:22]([CH:35]=[CH:36][CH:37]=1)[CH2:23][CH:24](C(OCC)=O)[C:25]([O:27]CC)=[O:26].[OH-].[K+].O1CCCC1. Product: [CH3:1][C:2]1[O:6][C:5]([C:7]2[CH:8]=[CH:9][CH:10]=[CH:11][CH:12]=2)=[N:4][C:3]=1[CH2:13][O:14][C:15]1[CH:16]=[C:17]([CH:38]=[CH:39][CH:40]=1)[CH2:18][S:19][C:20]1[CH:21]=[C:22]([CH2:23][CH2:24][C:25]([OH:27])=[O:26])[CH:35]=[CH:36][CH:37]=1. The catalyst class is: 8. (10) Reactant: [H-].[Al+3].[Li+].[H-].[H-].[H-].C([O:9][C:10](=O)[CH:11]([C:42](OCC)=[O:43])[CH2:12][C:13]1[CH:14]=[C:15]2[C:21]3([CH2:25][CH2:24][N:23]([C:26]([O:28][C:29]([CH3:32])([CH3:31])[CH3:30])=[O:27])[CH2:22]3)[CH2:20][N:19]([C:33]([O:35][CH2:36][CH2:37][Si:38]([CH3:41])([CH3:40])[CH3:39])=[O:34])[C:16]2=[CH:17][CH:18]=1)C.S([O-])([O-])(=O)=O.[Na+].[Na+]. Product: [OH:43][CH2:42][CH:11]([CH2:10][OH:9])[CH2:12][C:13]1[CH:14]=[C:15]2[C:21]3([CH2:25][CH2:24][N:23]([C:26]([O:28][C:29]([CH3:31])([CH3:32])[CH3:30])=[O:27])[CH2:22]3)[CH2:20][N:19]([C:33]([O:35][CH2:36][CH2:37][Si:38]([CH3:40])([CH3:39])[CH3:41])=[O:34])[C:16]2=[CH:17][CH:18]=1. The catalyst class is: 27.